This data is from Reaction yield outcomes from USPTO patents with 853,638 reactions. The task is: Predict the reaction yield, written as a fraction of the theoretical maximum amount of product (1.0 means a 100% yield; for example, 0.34 means a 34% yield). The yield is 0.480. The product is [Cl:1][C:2]1[CH:3]=[C:4]2[C:8](=[CH:9][CH:10]=1)[NH:7][CH:6]=[C:5]2[CH2:11][CH2:12][NH:13][C:14]([C:15]1[CH:20]=[CH:19][C:18]([C:28]2[CH:29]=[CH:30][C:25]([C:23]#[N:24])=[CH:26][CH:27]=2)=[CH:17][CH:16]=1)=[O:22]. The catalyst is C(COC)OC.O.C1C=CC([P]([Pd]([P](C2C=CC=CC=2)(C2C=CC=CC=2)C2C=CC=CC=2)([P](C2C=CC=CC=2)(C2C=CC=CC=2)C2C=CC=CC=2)[P](C2C=CC=CC=2)(C2C=CC=CC=2)C2C=CC=CC=2)(C2C=CC=CC=2)C2C=CC=CC=2)=CC=1. The reactants are [Cl:1][C:2]1[CH:3]=[C:4]2[C:8](=[CH:9][CH:10]=1)[NH:7][CH:6]=[C:5]2[CH2:11][CH2:12][NH:13][C:14](=[O:22])[C:15]1[CH:20]=[CH:19][C:18](I)=[CH:17][CH:16]=1.[C:23]([C:25]1[CH:30]=[CH:29][C:28](B(O)O)=[CH:27][CH:26]=1)#[N:24].C(=O)([O-])[O-].[Na+].[Na+].